Dataset: Catalyst prediction with 721,799 reactions and 888 catalyst types from USPTO. Task: Predict which catalyst facilitates the given reaction. (1) Reactant: [OH:1][C:2]1[CH:7]=[CH:6][C:5]([C:8]2[O:12][C:11]([CH3:14])([CH3:13])[C:10](=[O:15])[C:9]=2[C:16]2[CH:21]=[CH:20][N:19]=[CH:18][CH:17]=2)=[CH:4][CH:3]=1.C([O-])([O-])=O.[K+].[K+].Cl[CH2:29][C:30]1[CH:39]=[CH:38][C:37]2[C:32](=[CH:33][CH:34]=[CH:35][CH:36]=2)[N:31]=1. Product: [CH3:14][C:11]1([CH3:13])[C:10](=[O:15])[C:9]([C:16]2[CH:21]=[CH:20][N:19]=[CH:18][CH:17]=2)=[C:8]([C:5]2[CH:4]=[CH:3][C:2]([O:1][CH2:29][C:30]3[CH:39]=[CH:38][C:37]4[C:32](=[CH:33][CH:34]=[CH:35][CH:36]=4)[N:31]=3)=[CH:7][CH:6]=2)[O:12]1. The catalyst class is: 3. (2) Reactant: [F:1][C:2]1([F:38])[CH2:7][CH2:6][N:5](C(OC(C)(C)C)=O)[CH2:4][CH:3]1[CH2:15][NH:16][C:17]1[C:26]2[C:21](=[N:22][CH:23]=[CH:24][N:25]=2)[CH:20]=[C:19]([C:27]2[CH:32]=[CH:31][C:30]([N:33]([CH2:35][CH2:36][OH:37])[CH3:34])=[CH:29][CH:28]=2)[N:18]=1.Cl.CC(=O)OCC. Product: [F:38][C:2]1([F:1])[CH2:7][CH2:6][NH:5][CH2:4][CH:3]1[CH2:15][NH:16][C:17]1[C:26]2[C:21](=[N:22][CH:23]=[CH:24][N:25]=2)[CH:20]=[C:19]([C:27]2[CH:32]=[CH:31][C:30]([N:33]([CH3:34])[CH2:35][CH2:36][OH:37])=[CH:29][CH:28]=2)[N:18]=1. The catalyst class is: 425. (3) The catalyst class is: 345. Product: [Br:11][C:7]1[CH:6]=[C:5]2[C:4](=[C:9]([Cl:10])[CH:8]=1)[C:3](=[O:14])[N:27]([CH2:26][C:25]1[CH:28]=[CH:29][C:22]([O:15][C:16]3[CH:17]=[CH:18][CH:19]=[CH:20][CH:21]=3)=[CH:23][CH:24]=1)[CH2:12]2. Reactant: CO[C:3](=[O:14])[C:4]1[C:9]([Cl:10])=[CH:8][C:7]([Br:11])=[CH:6][C:5]=1[CH2:12]Br.[O:15]([C:22]1[CH:29]=[CH:28][C:25]([CH2:26][NH2:27])=[CH:24][CH:23]=1)[C:16]1[CH:21]=[CH:20][CH:19]=[CH:18][CH:17]=1.C([O-])([O-])=O.[K+].[K+].C(OCC)(=O)C. (4) Reactant: [NH2:1][C:2]1[CH:7]=[C:6]([C:8]2[C:9]([C:19]3[C:20]([F:40])=[C:21]([N:25](COC)[S:26]([C:29]4[CH:34]=[C:33]([F:35])[CH:32]=[CH:31][C:30]=4[F:36])(=[O:28])=[O:27])[CH:22]=[CH:23][CH:24]=3)=[N:10][N:11]([CH:13]3[CH2:18][CH2:17][O:16][CH2:15][CH2:14]3)[CH:12]=2)[CH:5]=[CH:4][N:3]=1.[C:41](O)(=O)C.C=O.[C:47]([BH3-])#[N:48].[Na+]. Product: [F:36][C:30]1[CH:31]=[CH:32][C:33]([F:35])=[CH:34][C:29]=1[S:26]([NH:25][C:21]1[CH:22]=[CH:23][CH:24]=[C:19]([C:9]2[C:8]([C:6]3[CH:5]=[CH:4][N:3]=[C:2]([NH:1][CH3:41])[CH:7]=3)=[CH:12][N:11]([CH:13]3[CH2:18][CH2:17][O:16][CH2:15][CH2:14]3)[N:10]=2)[C:20]=1[F:40])(=[O:27])=[O:28].[CH3:41][N:48]([CH3:47])[C:4]1[CH:5]=[C:6]([C:8]2[C:9]([C:19]3[C:20]([F:40])=[C:21]([NH:25][S:26]([C:29]4[CH:34]=[C:33]([F:35])[CH:32]=[CH:31][C:30]=4[F:36])(=[O:27])=[O:28])[CH:22]=[CH:23][CH:24]=3)=[N:10][N:11]([CH:13]3[CH2:18][CH2:17][O:16][CH2:15][CH2:14]3)[CH:12]=2)[CH:7]=[CH:2][N:3]=1. The catalyst class is: 5. (5) Reactant: [C:1]([O:5][C:6]([NH:8][C:9]1[N:14]=[C:13]([CH2:15][CH2:16][O:17][C:18]2[CH:23]=[CH:22][C:21]([CH2:24][C:25]([CH3:32])([CH3:31])[CH2:26][C:27]([O:29]C)=[O:28])=[CH:20][CH:19]=2)[CH:12]=[CH:11][CH:10]=1)=[O:7])([CH3:4])([CH3:3])[CH3:2].[OH-].[Na+]. Product: [C:1]([O:5][C:6]([NH:8][C:9]1[N:14]=[C:13]([CH2:15][CH2:16][O:17][C:18]2[CH:23]=[CH:22][C:21]([CH2:24][C:25]([CH3:32])([CH3:31])[CH2:26][C:27]([OH:29])=[O:28])=[CH:20][CH:19]=2)[CH:12]=[CH:11][CH:10]=1)=[O:7])([CH3:4])([CH3:2])[CH3:3]. The catalyst class is: 24.